From a dataset of Full USPTO retrosynthesis dataset with 1.9M reactions from patents (1976-2016). Predict the reactants needed to synthesize the given product. (1) Given the product [Cl:21][C:4]1[C:5]2[CH2:12][CH2:11][O:10][C:9]3[CH:13]=[CH:14][C:15]([Cl:17])=[CH:16][C:8]=3[C:6]=2[N:7]=[C:2]([NH2:1])[N:3]=1, predict the reactants needed to synthesize it. The reactants are: [NH2:1][C:2]1[N:3]=[C:4](O)[C:5]2[CH2:12][CH2:11][O:10][C:9]3[CH:13]=[CH:14][C:15]([Cl:17])=[CH:16][C:8]=3[C:6]=2[N:7]=1.O=P(Cl)(Cl)[Cl:21].C(N(CC)CC)C.Cl. (2) Given the product [Cl:1][C:2]1[CH:8]=[C:7]([CH3:9])[CH:6]=[CH:5][C:3]=1[NH:4][S:15]([CH2:14][CH2:13][CH2:12][CH2:11][Cl:10])(=[O:17])=[O:16], predict the reactants needed to synthesize it. The reactants are: [Cl:1][C:2]1[CH:8]=[C:7]([CH3:9])[CH:6]=[CH:5][C:3]=1[NH2:4].[Cl:10][CH2:11][CH2:12][CH2:13][CH2:14][S:15](Cl)(=[O:17])=[O:16].O. (3) Given the product [O:9]1[CH2:14][CH2:13][CH2:12][CH2:11][CH:10]1[O:1][CH2:2][C@H:3]1[O:7][C:6](=[O:8])[CH2:5][CH2:4]1, predict the reactants needed to synthesize it. The reactants are: [OH:1][CH2:2][C@H:3]1[O:7][C:6](=[O:8])[CH2:5][CH2:4]1.[O:9]1[CH:14]=[CH:13][CH2:12][CH2:11][CH2:10]1.CC1C=CC(S([O-])(=O)=O)=CC=1.C1C=C[NH+]=CC=1. (4) Given the product [CH2:1]([O:8][CH2:9][C:10]1[S:11][C:12]2[N:13]=[CH:14][N:15]=[C:16]([NH:31][C:23]3[CH:24]=[C:25]4[C:29](=[CH:30][C:22]=3[O:21][CH3:20])[NH:28][N:27]=[CH:26]4)[C:17]=2[N:18]=1)[C:2]1[CH:7]=[CH:6][CH:5]=[CH:4][CH:3]=1, predict the reactants needed to synthesize it. The reactants are: [CH2:1]([O:8][CH2:9][C:10]1[S:11][C:12]2[N:13]=[CH:14][N:15]=[C:16](Cl)[C:17]=2[N:18]=1)[C:2]1[CH:7]=[CH:6][CH:5]=[CH:4][CH:3]=1.[CH3:20][O:21][C:22]1[CH:30]=[C:29]2[C:25]([CH:26]=[N:27][NH:28]2)=[CH:24][C:23]=1[NH2:31].